Task: Predict the reactants needed to synthesize the given product.. Dataset: Full USPTO retrosynthesis dataset with 1.9M reactions from patents (1976-2016) (1) Given the product [F:1][C:2]1[C:10]([O:11][C:12]2[C:21]3[C:16](=[CH:17][C:18]([O:24][CH2:25][CH2:26][N:27]4[CH2:33][CH:32]([O:34][CH3:41])[C:29]5([CH2:31][CH2:30]5)[CH2:28]4)=[C:19]([O:22][CH3:23])[CH:20]=3)[N:15]=[CH:14][CH:13]=2)=[CH:9][CH:8]=[C:7]2[C:3]=1[CH:4]=[C:5]([CH3:35])[NH:6]2, predict the reactants needed to synthesize it. The reactants are: [F:1][C:2]1[C:10]([O:11][C:12]2[C:21]3[C:16](=[CH:17][C:18]([O:24][CH2:25][CH2:26][N:27]4[CH2:33][C:32](=[O:34])[C:29]5([CH2:31][CH2:30]5)[CH2:28]4)=[C:19]([O:22][CH3:23])[CH:20]=3)[N:15]=[CH:14][CH:13]=2)=[CH:9][CH:8]=[C:7]2[C:3]=1[CH:4]=[C:5]([CH3:35])[NH:6]2.[H-].[Na+].S(OC)([C:41]1C=CC(C)=CC=1)(=O)=O. (2) Given the product [Br:1][C:2]1[CH:7]=[CH:6][CH:5]=[CH:4][C:3]=1[N:8]([CH3:13])[S:9]([CH3:12])(=[O:11])=[O:10], predict the reactants needed to synthesize it. The reactants are: [Br:1][C:2]1[CH:7]=[CH:6][CH:5]=[CH:4][C:3]=1[NH:8][S:9]([CH3:12])(=[O:11])=[O:10].[C:13](=O)([O-])[O-].[K+].[K+].IC. (3) The reactants are: [CH:1]1[C:13]2[C:12]3[CH:11]=[CH:10][CH:9]=[CH:8][C:7]=3[C:6](=[O:14])[NH:5][C:4]=2[O:3][CH:2]=1.[Cl-:15].[CH3:16][N+:17](=[CH2:19])[CH3:18]. Given the product [ClH:15].[CH3:16][N:17]([CH2:19][C:2]1[O:3][C:4]2[NH:5][C:6](=[O:14])[C:7]3[CH:8]=[CH:9][CH:10]=[CH:11][C:12]=3[C:13]=2[CH:1]=1)[CH3:18], predict the reactants needed to synthesize it.